The task is: Predict the reactants needed to synthesize the given product.. This data is from Full USPTO retrosynthesis dataset with 1.9M reactions from patents (1976-2016). (1) Given the product [N:23]1[CH:28]=[CH:27][CH:26]=[N:25][C:24]=1[C:29]1[CH:34]=[CH:33][C:32]([C:35]#[C:36][CH:37]=[O:38])=[CH:31][CH:30]=1, predict the reactants needed to synthesize it. The reactants are: CC(OI1(OC(C)=O)(OC(C)=O)OC(=O)C2C=CC=CC1=2)=O.[N:23]1[CH:28]=[CH:27][CH:26]=[N:25][C:24]=1[C:29]1[CH:34]=[CH:33][C:32]([C:35]#[C:36][CH2:37][OH:38])=[CH:31][CH:30]=1.[O-]S([O-])(=S)=O.[Na+].[Na+].C([O-])(O)=O.[Na+]. (2) Given the product [NH2:19][C:13]1[C:12]2[C:16](=[CH:17][CH:18]=[C:10]([C:5]3[CH:6]=[CH:7][CH:8]=[C:9]4[C:4]=3[CH2:3][C:2](=[O:22])[NH:1]4)[CH:11]=2)[NH:15][N:14]=1, predict the reactants needed to synthesize it. The reactants are: [NH:1]1[C:9]2[C:4](=[C:5]([C:10]3[CH:11]=[C:12]4[C:16](=[CH:17][CH:18]=3)[NH:15][N:14]=[C:13]4[NH2:19])[CH:6]=[CH:7][CH:8]=2)[CH:3]=[CH:2]1.C([OH:22])C.C(O)(=O)C.[Br-].[Br-].[Br-].[NH+]1C=CC=CC=1.[NH+]1C=CC=CC=1.[NH+]1C=CC=CC=1. (3) Given the product [F:1][C:2]1[CH:3]=[CH:4][C:5]([NH:6][C:7]([NH:9][C:10]2[CH:31]=[CH:30][C:13]([O:14][C:15]3[C:24]4[C:19](=[CH:20][C:21]([O:28][CH3:29])=[C:22]([C:25]([O:27][CH2:56][CH2:55][O:54][CH3:53])=[O:26])[CH:23]=4)[N:18]=[CH:17][CH:16]=3)=[CH:12][CH:11]=2)=[O:8])=[CH:32][CH:33]=1, predict the reactants needed to synthesize it. The reactants are: [F:1][C:2]1[CH:33]=[CH:32][C:5]([NH:6][C:7]([NH:9][C:10]2[CH:31]=[CH:30][C:13]([O:14][C:15]3[C:24]4[C:19](=[CH:20][C:21]([O:28][CH3:29])=[C:22]([C:25]([OH:27])=[O:26])[CH:23]=4)[N:18]=[CH:17][CH:16]=3)=[CH:12][CH:11]=2)=[O:8])=[CH:4][CH:3]=1.Cl.C(N=C=NCCCN(C)C)C.C(N(CC)CC)C.[CH3:53][O:54][CH2:55][CH2:56]O. (4) Given the product [CH2:34]([N:20]([CH2:18][CH3:19])[CH2:21][CH2:22][NH:23][C:24]([C:26]1[C:30]([CH3:31])=[C:29]([CH:32]=[C:10]2[C:9]3[C:13](=[CH:14][CH:15]=[CH:16][C:8]=3[C:4]3[CH:5]=[CH:6][CH:7]=[C:2]([Cl:1])[CH:3]=3)[NH:12][C:11]2=[O:17])[NH:28][CH:27]=1)=[O:25])[CH3:35], predict the reactants needed to synthesize it. The reactants are: [Cl:1][C:2]1[CH:3]=[C:4]([C:8]2[CH:16]=[CH:15][CH:14]=[C:13]3[C:9]=2[CH2:10][C:11](=[O:17])[NH:12]3)[CH:5]=[CH:6][CH:7]=1.[CH2:18]([N:20]([CH2:34][CH3:35])[CH2:21][CH2:22][NH:23][C:24]([C:26]1[C:30]([CH3:31])=[C:29]([CH:32]=O)[NH:28][CH:27]=1)=[O:25])[CH3:19]. (5) Given the product [F:34][C:4]1[C:5]([O:26][CH2:27][C:28]2[CH:29]=[CH:30][CH:31]=[CH:32][CH:33]=2)=[C:6]2[C:10](=[CH:2][CH:3]=1)[N:9]([C:11]1[CH:16]=[CH:15][C:14]([O:17][CH2:18][C:19]3[CH:24]=[CH:23][CH:22]=[CH:21][CH:20]=3)=[C:13]([F:25])[CH:12]=1)[CH:8]=[CH:7]2, predict the reactants needed to synthesize it. The reactants are: Br[C:2]1[CH:3]=[C:4]([F:34])[C:5]([O:26][CH2:27][C:28]2[CH:33]=[CH:32][CH:31]=[CH:30][CH:29]=2)=[C:6]2[C:10]=1[N:9]([C:11]1[CH:16]=[CH:15][C:14]([O:17][CH2:18][C:19]3[CH:24]=[CH:23][CH:22]=[CH:21][CH:20]=3)=[C:13]([F:25])[CH:12]=1)[CH:8]=[CH:7]2.C([SnH](CCCC)CCCC)CCC.CC(N=NC(C#N)(C)C)(C#N)C. (6) Given the product [CH3:1][S:2][C:3]1[CH:11]=[C:10]([N+:12]([O-:14])=[O:13])[CH:9]=[CH:8][C:4]=1[C:5]([O:7][C:15]([CH3:18])([CH3:17])[CH3:16])=[O:6], predict the reactants needed to synthesize it. The reactants are: [CH3:1][S:2][C:3]1[CH:11]=[C:10]([N+:12]([O-:14])=[O:13])[CH:9]=[CH:8][C:4]=1[C:5]([OH:7])=[O:6].[C:15](OC(O[C:15]([CH3:18])([CH3:17])[CH3:16])N(C)C)([CH3:18])([CH3:17])[CH3:16]. (7) Given the product [N:1]1[C:10]2[C:5](=[CH:6][CH:7]=[CH:8][CH:9]=2)[CH:4]=[CH:3][C:2]=1/[CH:11]=[CH:12]/[CH:13]=[CH:16]/[C:15]([O:18][CH3:19])=[O:17], predict the reactants needed to synthesize it. The reactants are: [N:1]1[C:10]2[C:5](=[CH:6][CH:7]=[CH:8][CH:9]=2)[CH:4]=[CH:3][C:2]=1/[CH:11]=[CH:12]/[CH:13]=O.[C:15]([O-:18])(=[O:17])[CH3:16].[CH:19]1C=CC=CC=1. (8) The reactants are: [CH3:1][O:2][C:3]([C:5]1[S:6][C:7]([C:11]2[CH:16]=[CH:15][CH:14]=[CH:13][CH:12]=2)=[CH:8][C:9]=1Br)=[O:4].[CH:17]1([NH2:20])[CH2:19][CH2:18]1.C(=O)([O-])[O-].[Cs+].[Cs+].C1C=CC(P(C2C(C3C(P(C4C=CC=CC=4)C4C=CC=CC=4)=CC=C4C=3C=CC=C4)=C3C(C=CC=C3)=CC=2)C2C=CC=CC=2)=CC=1. Given the product [CH3:1][O:2][C:3]([C:5]1[S:6][C:7]([C:11]2[CH:16]=[CH:15][CH:14]=[CH:13][CH:12]=2)=[CH:8][C:9]=1[NH:20][CH:17]1[CH2:19][CH2:18]1)=[O:4], predict the reactants needed to synthesize it. (9) The reactants are: C(OC(=O)[N:7]([C:19]1[CH:24]=[CH:23][C:22]([NH2:25])=[C:21]([CH3:26])[CH:20]=1)[CH2:8][C:9]1[CH:14]=[CH:13][C:12]([C:15]([F:18])([F:17])[F:16])=[CH:11][CH:10]=1)(C)(C)C.N1C=CC=CC=1.[C:34](Cl)(=[O:38])[CH2:35][CH2:36][CH3:37]. Given the product [CH3:26][C:21]1[CH:20]=[C:19]([NH:7][CH2:8][C:9]2[CH:14]=[CH:13][C:12]([C:15]([F:16])([F:17])[F:18])=[CH:11][CH:10]=2)[CH:24]=[CH:23][C:22]=1[NH:25][C:34](=[O:38])[CH2:35][CH2:36][CH3:37], predict the reactants needed to synthesize it. (10) The reactants are: Br[C:2]1[C:6]2[CH:7]=[C:8]([C:11]3[O:12][C:13]([CH3:16])=[N:14][N:15]=3)[CH:9]=[CH:10][C:5]=2[O:4][CH:3]=1.C([Sn](CCCC)(CCCC)[C:22]1[CH:27]=[CH:26][CH:25]=[CH:24][N:23]=1)CCC. Given the product [CH3:16][C:13]1[O:12][C:11]([C:8]2[CH:9]=[CH:10][C:5]3[O:4][CH:3]=[C:2]([C:22]4[CH:27]=[CH:26][CH:25]=[CH:24][N:23]=4)[C:6]=3[CH:7]=2)=[N:15][N:14]=1, predict the reactants needed to synthesize it.